Dataset: Forward reaction prediction with 1.9M reactions from USPTO patents (1976-2016). Task: Predict the product of the given reaction. Given the reactants [C:1]1([CH2:7][CH2:8][CH2:9][CH2:10][C:11]2[S:12][CH:13]=[C:14]([CH2:16][C:17]([O:19]CC)=[O:18])[N:15]=2)[CH:6]=[CH:5][CH:4]=[CH:3][CH:2]=1.[OH-].[Na+].Cl, predict the reaction product. The product is: [C:1]1([CH2:7][CH2:8][CH2:9][CH2:10][C:11]2[S:12][CH:13]=[C:14]([CH2:16][C:17]([OH:19])=[O:18])[N:15]=2)[CH:6]=[CH:5][CH:4]=[CH:3][CH:2]=1.